From a dataset of Catalyst prediction with 721,799 reactions and 888 catalyst types from USPTO. Predict which catalyst facilitates the given reaction. (1) Reactant: [H-].[Na+].[CH3:3][C:4]1([CH3:18])[C:17]2[CH:16]=[CH:15][CH:14]=[CH:13][C:12]=2[NH:11][C:10]2[C:5]1=[CH:6][CH:7]=[CH:8][CH:9]=2.[Br:19][C:20]1[CH:27]=[CH:26][CH:25]=[CH:24][C:21]=1[CH2:22]Br. Product: [Br:19][C:20]1[CH:27]=[CH:26][CH:25]=[CH:24][C:21]=1[CH2:22][N:11]1[C:10]2[C:5](=[CH:6][CH:7]=[CH:8][CH:9]=2)[C:4]([CH3:18])([CH3:3])[C:17]2[CH:16]=[CH:15][CH:14]=[CH:13][C:12]1=2. The catalyst class is: 9. (2) Reactant: [CH2:1]([NH:8][CH2:9][CH2:10][C:11]1[CH:16]=[CH:15][CH:14]=[CH:13][CH:12]=1)[C:2]1[CH:7]=[CH:6][CH:5]=[CH:4][CH:3]=1.C(N(C(C)C)CC)(C)C.CS(O[CH2:31][C:32]1[CH:33]=[C:34]([CH:37]=[CH:38][C:39]=1[O:40][CH2:41][C:42]1[CH:47]=[CH:46][CH:45]=[CH:44][CH:43]=1)[CH:35]=[O:36])(=O)=O. Product: [C:42]1([CH2:41][O:40][C:39]2[CH:38]=[CH:37][C:34]([CH:35]=[O:36])=[CH:33][C:32]=2[CH2:31][N:8]([CH2:1][C:2]2[CH:7]=[CH:6][CH:5]=[CH:4][CH:3]=2)[CH2:9][CH2:10][C:11]2[CH:16]=[CH:15][CH:14]=[CH:13][CH:12]=2)[CH:47]=[CH:46][CH:45]=[CH:44][CH:43]=1. The catalyst class is: 9. (3) Reactant: [CH2:1]([N:8]1[CH2:14][C:13]2[N:15]=[CH:16][C:17]([N:19]([CH3:23])[CH:20]([CH3:22])[CH3:21])=[N:18][C:12]=2[O:11][CH2:10][CH2:9]1)[C:2]1[CH:7]=[CH:6][CH:5]=[CH:4][CH:3]=1.[Br:24]N1C(=O)CCC1=O.C(#N)C. Product: [CH2:1]([N:8]1[CH2:14][C:13]2[N:15]=[C:16]([Br:24])[C:17]([N:19]([CH3:23])[CH:20]([CH3:21])[CH3:22])=[N:18][C:12]=2[O:11][CH2:10][CH2:9]1)[C:2]1[CH:3]=[CH:4][CH:5]=[CH:6][CH:7]=1. The catalyst class is: 6.